The task is: Predict the reaction yield, written as a fraction of the theoretical maximum amount of product (1.0 means a 100% yield; for example, 0.34 means a 34% yield).. This data is from Reaction yield outcomes from USPTO patents with 853,638 reactions. (1) The reactants are [Cl:1][C:2]1[CH:7]=[C:6]([F:8])[CH:5]=[CH:4][C:3]=1[S:9]([NH:12][CH2:13][CH2:14][CH2:15][NH:16][C:17]([C@@H:19]([NH:24][C:25]([C:27]1[C:28]2[CH2:29][CH2:30][NH:31][CH2:32][C:33]=2[CH:34]=[CH:35][CH:36]=1)=[O:26])[CH2:20][CH:21]([CH3:23])[CH3:22])=[O:18])(=[O:11])=[O:10].Cl[CH2:38][C:39]1[CH:44]=[CH:43][CH:42]=[CH:41][CH:40]=1.C(N(CC)CC)C. The catalyst is ClCCl. The product is [Cl:1][C:2]1[CH:7]=[C:6]([F:8])[CH:5]=[CH:4][C:3]=1[S:9]([NH:12][CH2:13][CH2:14][CH2:15][NH:16][C:17]([C@@H:19]([NH:24][C:25]([C:27]1[C:28]2[CH2:29][CH2:30][N:31]([CH2:38][C:39]3[CH:44]=[CH:43][CH:42]=[CH:41][CH:40]=3)[CH2:32][C:33]=2[CH:34]=[CH:35][CH:36]=1)=[O:26])[CH2:20][CH:21]([CH3:23])[CH3:22])=[O:18])(=[O:11])=[O:10]. The yield is 0.980. (2) The reactants are [C:9](O[C:9]([O:11][C:12]([CH3:15])([CH3:14])[CH3:13])=[O:10])([O:11][C:12]([CH3:15])([CH3:14])[CH3:13])=[O:10].[Br:16][C:17]1[CH:31]=[CH:30][C:20]2=[N:21][C:22]3[CH2:23][CH2:24][NH:25][CH2:26][C:27]=3[C:28]([Cl:29])=[C:19]2[CH:18]=1. The catalyst is C1COCC1. The product is [Br:16][C:17]1[CH:31]=[CH:30][C:20]2=[N:21][C:22]3[CH2:23][CH2:24][N:25]([C:9]([O:11][C:12]([CH3:13])([CH3:14])[CH3:15])=[O:10])[CH2:26][C:27]=3[C:28]([Cl:29])=[C:19]2[CH:18]=1. The yield is 0.800. (3) No catalyst specified. The product is [Cl:14][C:13]1[C:8]2[CH2:7][CH2:6][C:5]3[CH:15]=[CH:16][CH:17]=[CH:18][C:4]=3[C:3](=[CH:2][C:26]3[CH:25]=[C:24]([NH:23][S:20]([CH3:19])(=[O:22])=[O:21])[CH:29]=[CH:28][CH:27]=3)[C:9]=2[CH:10]=[CH:11][CH:12]=1. The reactants are Br[CH:2]=[C:3]1[C:9]2[CH:10]=[CH:11][CH:12]=[C:13]([Cl:14])[C:8]=2[CH2:7][CH2:6][C:5]2[CH:15]=[CH:16][CH:17]=[CH:18][C:4]1=2.[CH3:19][S:20]([NH:23][C:24]1[CH:25]=[C:26](B(O)O)[CH:27]=[CH:28][CH:29]=1)(=[O:22])=[O:21]. The yield is 0.790. (4) The reactants are [Cl:1][C:2]1[CH:7]=[C:6]([O:8][CH3:9])[C:5]([F:10])=[CH:4][C:3]=1[C:11]1[CH:16]=[CH:15][N:14]=[C:13]([NH:17][C@H:18]([CH:21]2[CH2:23][CH2:22]2)[CH2:19][CH3:20])[C:12]=1[N+:24]([O-])=O.Cl[Sn]Cl. No catalyst specified. The product is [Cl:1][C:2]1[CH:7]=[C:6]([O:8][CH3:9])[C:5]([F:10])=[CH:4][C:3]=1[C:11]1[CH:16]=[CH:15][N:14]=[C:13]([NH:17][C@H:18]([CH:21]2[CH2:22][CH2:23]2)[CH2:19][CH3:20])[C:12]=1[NH2:24]. The yield is 0.920. (5) The reactants are [NH2:1][CH2:2][CH2:3][NH:4][C:5](=[O:11])[O:6][C:7]([CH3:10])([CH3:9])[CH3:8].[CH:12](=O)[C:13]1[CH:18]=[CH:17][CH:16]=[CH:15][CH:14]=1.[BH4-].[Na+]. The catalyst is CO. The product is [CH2:12]([NH:1][CH2:2][CH2:3][NH:4][C:5](=[O:11])[O:6][C:7]([CH3:8])([CH3:10])[CH3:9])[C:13]1[CH:18]=[CH:17][CH:16]=[CH:15][CH:14]=1. The yield is 0.920. (6) The reactants are [CH3:1][C:2]1[CH:3]=[C:4]([CH:26]=[CH:27][C:28]=1[OH:29])[NH:5][C:6]1[C:15]2[C:10](=[CH:11][C:12]([O:24][CH3:25])=[CH:13][C:14]=2[O:16][CH:17]2[CH2:22][CH2:21][N:20]([CH3:23])[CH2:19][CH2:18]2)[N:9]=[CH:8][N:7]=1.[CH2:30](Cl)[C:31]1[CH:36]=[CH:35][CH:34]=[CH:33][CH:32]=1. No catalyst specified. The product is [CH2:30]([O:29][C:28]1[CH:27]=[CH:26][C:4]([NH:5][C:6]2[C:15]3[C:10](=[CH:11][C:12]([O:24][CH3:25])=[CH:13][C:14]=3[O:16][CH:17]3[CH2:22][CH2:21][N:20]([CH3:23])[CH2:19][CH2:18]3)[N:9]=[CH:8][N:7]=2)=[CH:3][C:2]=1[CH3:1])[C:31]1[CH:36]=[CH:35][CH:34]=[CH:33][CH:32]=1. The yield is 0.630. (7) The reactants are [NH2:1][C:2]1[S:3][C:4]([CH3:20])=[C:5]([C:12]2[CH:17]=[CH:16][C:15]([O:18][CH3:19])=[CH:14][CH:13]=2)[C:6]=1[C:7]([O:9][CH2:10][CH3:11])=[O:8].[C:21](Cl)(=[O:28])[C:22]1[CH:27]=[CH:26][CH:25]=[CH:24][CH:23]=1.N1C=CC=CC=1. The catalyst is C(#N)C. The product is [C:21]([NH:1][C:2]1[S:3][C:4]([CH3:20])=[C:5]([C:12]2[CH:13]=[CH:14][C:15]([O:18][CH3:19])=[CH:16][CH:17]=2)[C:6]=1[C:7]([O:9][CH2:10][CH3:11])=[O:8])(=[O:28])[C:22]1[CH:27]=[CH:26][CH:25]=[CH:24][CH:23]=1. The yield is 0.516. (8) The catalyst is ClCCCl.C(OCC)(=O)C. The yield is 0.800. The product is [Cl:1][C:2]1[N:3]=[C:4]([N:13]2[CH2:18][CH2:17][O:16][CH2:15][CH2:14]2)[C:5]2[CH:10]=[C:9]([CH2:11][N:27]3[CH2:28][CH2:29][N:24]([S:21]([CH3:20])(=[O:23])=[O:22])[CH2:25][CH2:26]3)[S:8][C:6]=2[N:7]=1. The reactants are [Cl:1][C:2]1[N:3]=[C:4]([N:13]2[CH2:18][CH2:17][O:16][CH2:15][CH2:14]2)[C:5]2[CH:10]=[C:9]([CH:11]=O)[S:8][C:6]=2[N:7]=1.[Cl-].[CH3:20][S:21]([N:24]1[CH2:29][CH2:28][NH2+:27][CH2:26][CH2:25]1)(=[O:23])=[O:22].C([O-])(=O)C.[Na+].C(OC)(OC)OC.C(O[BH-](OC(=O)C)OC(=O)C)(=O)C.[Na+].